Dataset: Forward reaction prediction with 1.9M reactions from USPTO patents (1976-2016). Task: Predict the product of the given reaction. (1) Given the reactants C[O:2][C:3]([C:5]1[S:9][C:8]([NH:10][C:11]([O:13][C:14]([CH3:17])([CH3:16])[CH3:15])=[O:12])=[N:7][CH:6]=1)=[O:4].CO.[OH-].[Na+], predict the reaction product. The product is: [C:14]([O:13][C:11]([NH:10][C:8]1[S:9][C:5]([C:3]([OH:4])=[O:2])=[CH:6][N:7]=1)=[O:12])([CH3:17])([CH3:15])[CH3:16]. (2) Given the reactants Cl.[F:2][C:3]1[CH:8]=[CH:7][C:6]([C:9]2[N:13]=[C:12]([C:14]3[CH2:19][NH:18][CH2:17][CH2:16][CH:15]=3)[O:11][N:10]=2)=[CH:5][CH:4]=1.C(N(CC)CC)C.[F:27][C:28]1[CH:36]=[CH:35][C:31]([C:32](Cl)=[O:33])=[CH:30][CH:29]=1.O, predict the reaction product. The product is: [F:27][C:28]1[CH:36]=[CH:35][C:31]([C:32]([N:18]2[CH2:19][C:14]([C:12]3[O:11][N:10]=[C:9]([C:6]4[CH:7]=[CH:8][C:3]([F:2])=[CH:4][CH:5]=4)[N:13]=3)=[CH:15][CH2:16][CH2:17]2)=[O:33])=[CH:30][CH:29]=1. (3) Given the reactants [NH2:1][C:2]1[N:7]=[CH:6][N:5]=[C:4]2[N:8]([CH2:25][CH:26]3[CH2:29][CH2:28][N:27]3[C:30](=[O:34])[CH2:31][C:32]#[N:33])[N:9]=[C:10]([C:11]3[CH:16]=[CH:15][C:14]([O:17][C:18]4[CH:23]=[CH:22][CH:21]=[CH:20][CH:19]=4)=[CH:13][C:12]=3[F:24])[C:3]=12.[CH3:35][C:36]([N:40]1[CH2:45][CH2:44][O:43][CH2:42][CH2:41]1)([CH3:39])[CH:37]=O.N1CCCC1.[Si](Cl)(C)(C)C, predict the reaction product. The product is: [NH2:1][C:2]1[N:7]=[CH:6][N:5]=[C:4]2[N:8]([CH2:25][CH:26]3[CH2:29][CH2:28][N:27]3[C:30]([C:31](=[CH:35][C:36]([CH3:39])([N:40]3[CH2:45][CH2:44][O:43][CH2:42][CH2:41]3)[CH3:37])[C:32]#[N:33])=[O:34])[N:9]=[C:10]([C:11]3[CH:16]=[CH:15][C:14]([O:17][C:18]4[CH:19]=[CH:20][CH:21]=[CH:22][CH:23]=4)=[CH:13][C:12]=3[F:24])[C:3]=12. (4) Given the reactants C1(P(C2C=CC=CC=2)C2C=CC=CC=2)C=CC=CC=1.[N:20]([CH2:23][C@@H:24]([C@H:26]1[O:30][C:29](=[O:31])[C:28]([O:32][CH2:33][C:34]2[CH:39]=[CH:38][CH:37]=[CH:36][CH:35]=2)=[C:27]1[O:40][CH2:41][C:42]1[CH:47]=[CH:46][CH:45]=[CH:44][CH:43]=1)[OH:25])=[N+]=[N-].O, predict the reaction product. The product is: [NH2:20][CH2:23][C@@H:24]([C@H:26]1[O:30][C:29](=[O:31])[C:28]([O:32][CH2:33][C:34]2[CH:39]=[CH:38][CH:37]=[CH:36][CH:35]=2)=[C:27]1[O:40][CH2:41][C:42]1[CH:47]=[CH:46][CH:45]=[CH:44][CH:43]=1)[OH:25]. (5) Given the reactants [Br-].[CH2:2]([P+](C1C=CC=CC=1)(C1C=CC=CC=1)C1C=CC=CC=1)[CH2:3][CH2:4][CH2:5][CH3:6].[CH3:26][C:27]1([C:32]2([CH:35]=O)[CH2:34][CH2:33]2)[O:31][CH2:30][CH2:29][O:28]1, predict the reaction product. The product is: [CH:35]([C:32]1([C:27]2([CH3:26])[O:28][CH2:29][CH2:30][O:31]2)[CH2:33][CH2:34]1)=[CH:2][CH2:3][CH2:4][CH2:5][CH3:6]. (6) Given the reactants [Br:1][C:2]1[C:13]([CH3:14])=[N:12][C:5]2=[N:6][C:7](Cl)=[C:8]([Cl:10])[N:9]=[C:4]2[CH:3]=1.Cl.[NH:16]1[CH2:19][CH:18]([N:20]([CH3:28])[C:21](=[O:27])[O:22][C:23]([CH3:26])([CH3:25])[CH3:24])[CH2:17]1, predict the reaction product. The product is: [Br:1][C:2]1[C:13]([CH3:14])=[N:12][C:5]2=[N:6][C:7]([N:16]3[CH2:19][CH:18]([N:20]([CH3:28])[C:21](=[O:27])[O:22][C:23]([CH3:24])([CH3:25])[CH3:26])[CH2:17]3)=[C:8]([Cl:10])[N:9]=[C:4]2[CH:3]=1. (7) Given the reactants CC([O-])(C)C.[Na+].Cl[C:8]1[CH:15]=[CH:14][C:11]([C:12]#[N:13])=[CH:10][CH:9]=1.[NH:16]1[CH2:21][CH2:20][O:19][CH2:18][CH2:17]1, predict the reaction product. The product is: [C:12]([C:11]1[CH:14]=[CH:15][C:8]([N:16]2[CH2:21][CH2:20][O:19][CH2:18][CH2:17]2)=[CH:9][CH:10]=1)#[N:13].